From a dataset of Full USPTO retrosynthesis dataset with 1.9M reactions from patents (1976-2016). Predict the reactants needed to synthesize the given product. (1) Given the product [CH3:29][N:28]([CH3:30])[CH2:27][CH2:26][O:25][C:22]1[CH:21]=[CH:20][C:19]([N:18]2[CH:32]=[CH:31][N:15]([C:12]3[CH:13]=[CH:14][C:9]([OH:8])=[CH:10][CH:11]=3)[C:16]2=[O:17])=[CH:24][CH:23]=1, predict the reactants needed to synthesize it. The reactants are: C([O:8][C:9]1[CH:14]=[CH:13][C:12]([N:15]([CH2:31][CH:32](OC)OC)[C:16]([NH:18][C:19]2[CH:24]=[CH:23][C:22]([O:25][CH2:26][CH2:27][N:28]([CH3:30])[CH3:29])=[CH:21][CH:20]=2)=[O:17])=[CH:11][CH:10]=1)C1C=CC=CC=1. (2) Given the product [CH3:6][C:7]1([C:16]([OH:19])=[O:17])[C:13]2([CH2:15][CH2:14]2)[CH:11]2[CH2:12][CH:8]1[CH2:9][CH2:10]2, predict the reactants needed to synthesize it. The reactants are: S(=O)(=O)(O)O.[CH3:6][C:7]1([CH2:16][OH:17])[C:13]2([CH2:15][CH2:14]2)[CH:11]2[CH2:12][CH:8]1[CH2:9][CH2:10]2.S(=O)(O)[O-:19].[Na+].